This data is from Catalyst prediction with 721,799 reactions and 888 catalyst types from USPTO. The task is: Predict which catalyst facilitates the given reaction. (1) Reactant: [C:1]([O:5][C:6](=[O:26])[NH:7][C:8]1[CH:13]=[C:12]([NH:14][CH2:15][CH:16]([CH3:18])[CH3:17])[C:11]([C:19]([F:22])([F:21])[F:20])=[CH:10][C:9]=1[N+:23]([O-])=O)([CH3:4])([CH3:3])[CH3:2]. Product: [C:1]([O:5][C:6](=[O:26])[NH:7][C:8]1[CH:13]=[C:12]([NH:14][CH2:15][CH:16]([CH3:17])[CH3:18])[C:11]([C:19]([F:22])([F:21])[F:20])=[CH:10][C:9]=1[NH2:23])([CH3:3])([CH3:4])[CH3:2]. The catalyst class is: 45. (2) Reactant: [Br:1][C:2]1[CH:3]=[C:4]2[C:9](=[CH:10][CH:11]=1)[N:8]=[CH:7][CH:6]=[C:5]2Cl.COC1C=C2C(=CC=1)N=CC=C2[S:25]C1(C(O)=O)CCC1.[S-2].[Na+].[Na+].Br[C:37]1([C:42]([O:44][CH2:45][CH3:46])=[O:43])[CH2:41][CH2:40][CH2:39][CH2:38]1.C(=O)([O-])[O-].[Cs+].[Cs+]. Product: [Br:1][C:2]1[CH:3]=[C:4]2[C:9](=[CH:10][CH:11]=1)[N:8]=[CH:7][CH:6]=[C:5]2[S:25][C:37]1([C:42]([O:44][CH2:45][CH3:46])=[O:43])[CH2:41][CH2:40][CH2:39][CH2:38]1. The catalyst class is: 120. (3) Reactant: [C:1]1([O:7][CH3:8])[CH:6]=[CH:5][CH:4]=[CH:3][CH:2]=1.[Cl-].[Al+3].[Cl-].[Cl-].[Cl:13][CH2:14][CH2:15][CH2:16][C:17](Cl)=[O:18].O. Product: [Cl:13][CH2:14][CH2:15][CH2:16][C:17]([C:4]1[CH:5]=[CH:6][C:1]([O:7][CH3:8])=[CH:2][CH:3]=1)=[O:18]. The catalyst class is: 11. (4) Reactant: C[O:2][C:3](=O)[NH:4][CH2:5][CH2:6][C:7]1[CH:12]=[CH:11][CH:10]=[CH:9][C:8]=1[Br:13].P(=O)(O)(O)O.O. Product: [Br:13][C:8]1[CH:9]=[CH:10][CH:11]=[C:12]2[C:7]=1[CH2:6][CH2:5][NH:4][C:3]2=[O:2]. The catalyst class is: 13. (5) Reactant: C(O[C:4](=[O:19])[C:5]([C:13]1(O)[CH2:17][CH2:16][CH2:15][CH2:14]1)=[N:6][NH:7][CH2:8][CH2:9][CH:10]([CH3:12])[CH3:11])C.C([CH:22]([C:26](Cl)=[O:27])[C:23](Cl)=[O:24])C.[O-:29][CH2:30][CH3:31].[Na+].Cl. Product: [CH2:30]([O:29][C:26]([C:22]1[C:23](=[O:24])[N:7]([CH2:8][CH2:9][CH:10]([CH3:11])[CH3:12])[N:6]=[C:5]([C:13]2[CH2:14][CH2:15][CH2:16][CH:17]=2)[C:4]=1[OH:19])=[O:27])[CH3:31]. The catalyst class is: 225.